Dataset: Reaction yield outcomes from USPTO patents with 853,638 reactions. Task: Predict the reaction yield, written as a fraction of the theoretical maximum amount of product (1.0 means a 100% yield; for example, 0.34 means a 34% yield). (1) The product is [CH2:1]([O:3][C:4](=[O:17])[CH2:5][CH:6]1[CH2:7][N:8]([C:10]([CH:28]2[CH2:30][CH2:29]2)=[O:12])[CH2:9]1)[CH3:2]. The reactants are [CH2:1]([O:3][C:4](=[O:17])[CH2:5][CH:6]1[CH2:9][N:8]([C:10]([O:12]C(C)(C)C)=O)[CH2:7]1)[CH3:2].O1CCOCC1.C(N(CC)[CH:28]([CH3:30])[CH3:29])(C)C.C1(C(Cl)=O)CC1. The yield is 0.750. The catalyst is Cl.ClCCl.O. (2) The reactants are Cl[C:2]1[CH:7]=[C:6]([Cl:8])[CH:5]=[C:4]([Cl:9])[N:3]=1.[Cl:10][C:11]1[CH:12]=[CH:13][C:14]([O:20][CH3:21])=[C:15](B(O)O)[CH:16]=1.[F-].[Cs+]. The catalyst is COCCOC.C1C=CC([P]([Pd]([P](C2C=CC=CC=2)(C2C=CC=CC=2)C2C=CC=CC=2)([P](C2C=CC=CC=2)(C2C=CC=CC=2)C2C=CC=CC=2)[P](C2C=CC=CC=2)(C2C=CC=CC=2)C2C=CC=CC=2)(C2C=CC=CC=2)C2C=CC=CC=2)=CC=1. The product is [Cl:9][C:4]1[CH:5]=[C:6]([Cl:8])[CH:7]=[C:2]([C:13]2[CH:12]=[C:11]([Cl:10])[CH:16]=[CH:15][C:14]=2[O:20][CH3:21])[N:3]=1. The yield is 0.320. (3) The reactants are [F:1][C:2]([F:13])([F:12])[C:3]1[CH:8]=[CH:7][C:6]([CH2:9][C:10]#[N:11])=[CH:5][CH:4]=1.N[C:15]1[CH:24]=[CH:23][C:18]2[NH:19][C:20](=[O:22])[NH:21][C:17]=2[CH:16]=1. The catalyst is CO.[Pd]. The product is [F:1][C:2]([F:12])([F:13])[C:3]1[CH:4]=[CH:5][C:6]([CH2:9][CH2:10][NH:11][C:15]2[CH:24]=[CH:23][C:18]3[NH:19][C:20](=[O:22])[NH:21][C:17]=3[CH:16]=2)=[CH:7][CH:8]=1. The yield is 0.730. (4) The reactants are [Br:1][C:2]1[C:3]([CH3:9])=[C:4]([CH:6]=[CH:7][CH:8]=1)[NH2:5].Cl[CH2:11][C:12]1[CH:17]=[CH:16][CH:15]=[CH:14][C:13]=1[CH2:18]Cl.C(=O)([O-])[O-].[K+].[K+]. The catalyst is O. The product is [Br:1][C:2]1[C:3]([CH3:9])=[C:4]([N:5]2[CH2:18][C:13]3[C:12](=[CH:17][CH:16]=[CH:15][CH:14]=3)[CH2:11]2)[CH:6]=[CH:7][CH:8]=1. The yield is 0.630. (5) The reactants are [CH2:1]([O:3][C:4](C1C=CC(B(O)O)=CC=1)=[O:5])[CH3:2].NC1CC(C(N(CCC)CCC)=O)=CC2C=CC(Br)=CC=2N=1.C[O:38][C:39]([C:41]1[CH:46]=[CH:45][C:44](B(O)O)=[CH:43][CH:42]=1)=[O:40].C(=O)([O-])[O-].[K+].[K+].C(OC([NH:63][C:64]1[CH2:65][C:66]([C:86](=[O:102])[N:87]([CH2:91][CH2:92][CH2:93][O:94][Si](C(C)(C)C)(C)C)[CH2:88][CH2:89][CH3:90])=[CH:67][C:68]2[CH:74]=[CH:73][C:72]([C:75]3[CH:85]=[CH:84][C:78]([C:79](OCC)=O)=[CH:77][CH:76]=3)=[CH:71][C:69]=2[N:70]=1)=O)(C)(C)C. The catalyst is C(#N)C.CCOC(C)=O.ClCCl.C(O)(C(F)(F)F)=O.C1C=CC([P]([Pd]([P](C2C=CC=CC=2)(C2C=CC=CC=2)C2C=CC=CC=2)([P](C2C=CC=CC=2)(C2C=CC=CC=2)C2C=CC=CC=2)[P](C2C=CC=CC=2)(C2C=CC=CC=2)C2C=CC=CC=2)(C2C=CC=CC=2)C2C=CC=CC=2)=CC=1. The product is [NH2:63][C:64]1[CH2:65][C:66]([C:86](=[O:102])[N:87]([CH2:91][CH2:92][CH2:93][OH:94])[CH2:88][CH2:89][CH3:90])=[CH:67][C:68]2[CH:74]=[CH:73][C:72]([C:75]3[CH:85]=[CH:84][C:78]([CH2:79][C:4]([O:3][CH2:1][CH3:2])=[O:5])=[CH:77][CH:76]=3)=[CH:71][C:69]=2[N:70]=1.[C:39]([O-:40])(=[O:38])[C:41]1[CH:46]=[CH:45][CH:44]=[CH:43][CH:42]=1. The yield is 0.400. (6) The reactants are [Br:1][C:2]1[C:3]([CH3:16])=[C:4]([C:9]([O:12][CH2:13][CH2:14][OH:15])=[CH:10][CH:11]=1)[C:5]([O:7][CH3:8])=[O:6].CC(OI1(OC(C)=O)(OC(C)=O)OC(=O)C2C=CC=CC1=2)=O. The catalyst is C(Cl)Cl. The product is [Br:1][C:2]1[C:3]([CH3:16])=[C:4]([C:9]([O:12][CH2:13][CH:14]=[O:15])=[CH:10][CH:11]=1)[C:5]([O:7][CH3:8])=[O:6]. The yield is 0.900. (7) The reactants are [F:1][C:2]1[C:8]([Cl:9])=[CH:7][CH:6]=[CH:5][C:3]=1[NH2:4].[C:10](Cl)(Cl)=[S:11].C(N(CC)CC)C.C(OCC)(=O)C. The catalyst is C1(C)C=CC=CC=1.O. The product is [F:1][C:2]1[C:8]([Cl:9])=[CH:7][CH:6]=[CH:5][C:3]=1[N:4]=[C:10]=[S:11]. The yield is 0.740. (8) The reactants are Cl[C:2]1[N:7]=[C:6]([Cl:8])[N:5]=[C:4]([O:9][CH3:10])[N:3]=1.[NH2:11][C:12]1[CH:17]=[CH:16][C:15]([OH:18])=[CH:14][CH:13]=1.C([O-])([O-])=O.[Na+].[Na+]. The catalyst is CC(C)=O. The product is [Cl:8][C:6]1[N:5]=[C:4]([O:9][CH3:10])[N:3]=[C:2]([NH:11][C:12]2[CH:17]=[CH:16][C:15]([OH:18])=[CH:14][CH:13]=2)[N:7]=1. The yield is 0.760. (9) The reactants are Br[C:2]1[N:6]2[C:7]3[CH:19]=[CH:18][CH:17]=[N:16][C:8]=3[NH:9][C:10]3[CH:15]=[CH:14][CH:13]=[CH:12][C:11]=3[C:5]2=[N:4][C:3]=1[C:20]1[CH:25]=[CH:24][CH:23]=[CH:22][CH:21]=1.CC1(C)C(C)(C)OB([C:34]2[CH:39]=[CH:38][C:37]([C:40]3([NH:43][C:44](=[O:50])[O:45][C:46]([CH3:49])([CH3:48])[CH3:47])[CH2:42][CH2:41]3)=[CH:36][CH:35]=2)O1.P([O-])([O-])([O-])=O.[K+].[K+].[K+]. The catalyst is O1CCOCC1.O. The product is [C:20]1([C:3]2[N:4]=[C:5]3[C:11]4[CH:12]=[CH:13][CH:14]=[CH:15][C:10]=4[NH:9][C:8]4[N:16]=[CH:17][CH:18]=[CH:19][C:7]=4[N:6]3[C:2]=2[C:34]2[CH:35]=[CH:36][C:37]([C:40]3([NH:43][C:44](=[O:50])[O:45][C:46]([CH3:48])([CH3:47])[CH3:49])[CH2:42][CH2:41]3)=[CH:38][CH:39]=2)[CH:25]=[CH:24][CH:23]=[CH:22][CH:21]=1. The yield is 0.740. (10) The reactants are [Cl:1][C:2]1[CH:3]=[C:4]([NH:9][C:10]([C:12]2[C:16]([CH2:17][OH:18])=[N:15][O:14][N:13]=2)=[O:11])[CH:5]=[CH:6][C:7]=1[F:8].CC(OI1(OC(C)=O)(OC(C)=O)OC(=O)C2C=CC=CC1=2)=O.C(Cl)Cl. The catalyst is C(=O)(O)[O-].[Na+]. The product is [Cl:1][C:2]1[CH:3]=[C:4]([NH:9][C:10]([C:12]2[C:16]([CH:17]=[O:18])=[N:15][O:14][N:13]=2)=[O:11])[CH:5]=[CH:6][C:7]=1[F:8]. The yield is 0.890.